From a dataset of Catalyst prediction with 721,799 reactions and 888 catalyst types from USPTO. Predict which catalyst facilitates the given reaction. Reactant: [N:1]([CH:4]([C:6]1[C:15]([C:16]2[CH:21]=[CH:20][CH:19]=[C:18]([F:22])[CH:17]=2)=[C:14]2[C:9]([CH:10]=[CH:11][N:12]=[N:13]2)=[C:8]([Cl:23])[CH:7]=1)[CH3:5])=[N+]=[N-].O.CP(C)C. Product: [Cl:23][C:8]1[CH:7]=[C:6]([CH:4]([NH2:1])[CH3:5])[C:15]([C:16]2[CH:21]=[CH:20][CH:19]=[C:18]([F:22])[CH:17]=2)=[C:14]2[C:9]=1[CH:10]=[CH:11][N:12]=[N:13]2. The catalyst class is: 7.